Dataset: Forward reaction prediction with 1.9M reactions from USPTO patents (1976-2016). Task: Predict the product of the given reaction. (1) Given the reactants [Br:1][C:2]1[C:6]2=[N:7][CH:8]=[CH:9][CH:10]=[C:5]2[NH:4][CH:3]=1.[H-].[Na+].[CH3:13]I, predict the reaction product. The product is: [Br:1][C:2]1[C:6]2=[N:7][CH:8]=[CH:9][CH:10]=[C:5]2[N:4]([CH3:13])[CH:3]=1. (2) Given the reactants C1C2C(CO[C:16]([N:18](C)[C:19]([CH3:69])([C:21]([NH:23][C@H:24]([C:28]([N:30]([C@@H:32]([C@@H:65]([CH3:68])[CH2:66][CH3:67])[C@H:33]([O:63][CH3:64])[CH2:34][C:35]([N:37]3[CH2:41][CH2:40][CH2:39][C@H:38]3[C@H:42]([O:61][CH3:62])[C@@H:43]([CH3:60])[C:44]([NH:46][C@H:47]([C:55]3[S:56][CH:57]=[CH:58][N:59]=3)[CH2:48][C:49]3[CH:54]=[CH:53][CH:52]=[CH:51][CH:50]=3)=[S:45])=[O:36])[CH3:31])=[O:29])[CH:25]([CH3:27])[CH3:26])=[O:22])[CH3:20])=O)C3C(=CC=CC=3)C=2C=CC=1, predict the reaction product. The product is: [CH3:16][NH:18][C:19]([CH3:69])([C:21]([NH:23][C@H:24]([C:28]([N:30]([C@@H:32]([C@@H:65]([CH3:68])[CH2:66][CH3:67])[C@H:33]([O:63][CH3:64])[CH2:34][C:35]([N:37]1[CH2:41][CH2:40][CH2:39][C@H:38]1[C@H:42]([O:61][CH3:62])[C@@H:43]([CH3:60])[C:44]([NH:46][C@H:47]([C:55]1[S:56][CH:57]=[CH:58][N:59]=1)[CH2:48][C:49]1[CH:54]=[CH:53][CH:52]=[CH:51][CH:50]=1)=[S:45])=[O:36])[CH3:31])=[O:29])[CH:25]([CH3:27])[CH3:26])=[O:22])[CH3:20]. (3) Given the reactants [Br:1][C:2]1[CH:3]=[N:4][C:5]2[N:6]([N:8]=[C:9]([C:11]([OH:13])=O)[CH:10]=2)[CH:7]=1.[C:14]1([CH3:26])[CH:19]=[CH:18][CH:17]=[C:16]([C:20]2[CH2:21][CH2:22][NH:23][CH2:24][CH:25]=2)[CH:15]=1, predict the reaction product. The product is: [Br:1][C:2]1[CH:3]=[N:4][C:5]2[N:6]([N:8]=[C:9]([C:11]([N:23]3[CH2:22][CH:21]=[C:20]([C:16]4[CH:15]=[C:14]([CH3:26])[CH:19]=[CH:18][CH:17]=4)[CH2:25][CH2:24]3)=[O:13])[CH:10]=2)[CH:7]=1. (4) Given the reactants [C:1]([NH2:9])([CH2:4][C:5]([CH3:8])([CH3:7])[CH3:6])([CH3:3])[CH3:2].C(N(CC)CC)C.[N+:17]([C:20]1[CH:28]=[CH:27][C:23]([C:24](Cl)=[O:25])=[CH:22][CH:21]=1)([O-:19])=[O:18].O, predict the reaction product. The product is: [N+:17]([C:20]1[CH:21]=[CH:22][C:23]([C:24]([NH:9][C:1]([CH2:4][C:5]([CH3:8])([CH3:7])[CH3:6])([CH3:3])[CH3:2])=[O:25])=[CH:27][CH:28]=1)([O-:19])=[O:18].